Dataset: Retrosynthesis with 50K atom-mapped reactions and 10 reaction types from USPTO. Task: Predict the reactants needed to synthesize the given product. (1) Given the product CCOc1cc(C)c(N)cc1C, predict the reactants needed to synthesize it. The reactants are: CCOc1cc(C)c(NC(=O)OC(C)(C)C)cc1C. (2) The reactants are: C=CCCCCCC1(S(=O)(=O)NC(=O)OC(C)(C)C)CC1. Given the product C=CCCCCCC1(S(N)(=O)=O)CC1, predict the reactants needed to synthesize it. (3) Given the product N#Cc1cccc(CN2CC[C@H](NS(=O)(=O)C=Cc3ccccc3)C2=O)c1, predict the reactants needed to synthesize it. The reactants are: N#Cc1cccc(CN2CC[C@H](N)C2=O)c1.O=S(=O)(Cl)/C=C/c1ccccc1. (4) Given the product CNC(=S)Nc1ccc2c(c1)C(=O)C1(CC1)O2, predict the reactants needed to synthesize it. The reactants are: CN=C=S.Nc1ccc2c(c1)C(=O)C1(CC1)O2. (5) Given the product CCOc1ccc2c(c1)CCc1c(CC3CCCN(C(=O)OC(C)(C)C)C3=O)ncn1-2, predict the reactants needed to synthesize it. The reactants are: CC(C)(C)OC(=O)N1CCCC(Cc2ncn3c2CCc2cc(O)ccc2-3)C1=O.CCI. (6) Given the product C=C(C)c1cccc(-n2c(C(F)(F)F)nn(C)c2=S)c1, predict the reactants needed to synthesize it. The reactants are: CC(=O)c1cccc(-n2c(C(F)(F)F)nn(C)c2=S)c1.[Li]CCCC. (7) Given the product NC(=O)c1sccc1Br, predict the reactants needed to synthesize it. The reactants are: N.O=C(O)c1sccc1Br. (8) Given the product O=C(O)CN(CBr)C(=O)c1ccccc1, predict the reactants needed to synthesize it. The reactants are: CC(C)(C)OC(=O)CN(CBr)C(=O)c1ccccc1. (9) Given the product CN1CCN(c2ccnc(Nc3ccc4sc(NC(=O)c5ccccc5)nc4c3)n2)CC1, predict the reactants needed to synthesize it. The reactants are: CN1CCN(c2ccnc(Cl)n2)CC1.Nc1ccc2sc(NC(=O)c3ccccc3)nc2c1. (10) Given the product Cc1cc2c(C(=O)O)cccc2o1, predict the reactants needed to synthesize it. The reactants are: COC(=O)c1cccc2oc(C)cc12.